Dataset: Reaction yield outcomes from USPTO patents with 853,638 reactions. Task: Predict the reaction yield, written as a fraction of the theoretical maximum amount of product (1.0 means a 100% yield; for example, 0.34 means a 34% yield). (1) The reactants are [F:1][C:2]1[C:15]([F:16])=[CH:14][CH:13]=[CH:12][C:3]=1/[CH:4]=[N:5]/[S@@:6]([C:8]([CH3:11])([CH3:10])[CH3:9])=[O:7].O.[CH3:18][Mg+].[Br-]. The catalyst is C(Cl)Cl.C(OCC)C. The product is [F:1][C:2]1[C:15]([F:16])=[CH:14][CH:13]=[CH:12][C:3]=1[C@@H:4]([NH:5][S@@:6]([C:8]([CH3:11])([CH3:10])[CH3:9])=[O:7])[CH3:18]. The yield is 0.920. (2) The reactants are Br[C:2]1[CH:3]=[CH:4][C:5]([C:13]([OH:15])=[O:14])=[N:6][C:7]=1[O:8][CH2:9][CH:10]1[CH2:12][CH2:11]1.[CH:16]1(B(O)O)[CH2:18][CH2:17]1.C1(P(C2CCCCC2)C2CCCCC2)CCCCC1.P([O-])([O-])([O-])=O.[K+].[K+].[K+]. The catalyst is C1(C)C=CC=CC=1.O.C([O-])(=O)C.C([O-])(=O)C.[Pd+2]. The product is [CH:16]1([C:2]2[CH:3]=[CH:4][C:5]([C:13]([OH:15])=[O:14])=[N:6][C:7]=2[O:8][CH2:9][CH:10]2[CH2:12][CH2:11]2)[CH2:18][CH2:17]1. The yield is 0.750. (3) The reactants are I[C:2]1[C:10]2[C:5](=[N:6][CH:7]=[C:8]([C:11]3[CH:12]=[N:13][N:14]([CH3:16])[CH:15]=3)[CH:9]=2)[N:4]([S:17]([C:20]2[CH:26]=[CH:25][C:23]([CH3:24])=[CH:22][CH:21]=2)(=[O:19])=[O:18])[CH:3]=1.[C:27]([C:31]1[CH:51]=[CH:50][C:34]([CH2:35][N:36]2[CH:40]=[C:39](B3OC(C)(C)C(C)(C)O3)[CH:38]=[N:37]2)=[CH:33][CH:32]=1)([CH3:30])([CH3:29])[CH3:28].C1(C)C=CC=CC=1.C(O)C.O.C(=O)([O-])[O-].[Na+].[Na+]. The catalyst is CCCCCC.C(OCC)(=O)C. The product is [C:27]([C:31]1[CH:51]=[CH:50][C:34]([CH2:35][N:36]2[CH:40]=[C:39]([C:2]3[C:10]4[C:5](=[N:6][CH:7]=[C:8]([C:11]5[CH:12]=[N:13][N:14]([CH3:16])[CH:15]=5)[CH:9]=4)[N:4]([S:17]([C:20]4[CH:26]=[CH:25][C:23]([CH3:24])=[CH:22][CH:21]=4)(=[O:19])=[O:18])[CH:3]=3)[CH:38]=[N:37]2)=[CH:33][CH:32]=1)([CH3:30])([CH3:28])[CH3:29]. The yield is 0.455. (4) The yield is 0.410. The reactants are [C:1]([OH:24])(=O)[CH2:2][CH2:3][CH2:4][CH2:5][CH2:6][CH2:7][CH2:8][CH2:9][CH2:10][CH2:11][CH2:12][CH2:13][CH2:14][CH2:15][CH2:16][CH2:17][CH2:18][CH2:19][CH2:20][CH2:21][CH3:22].[NH2:25][CH2:26][CH2:27][CH2:28][CH2:29][CH2:30][C:31]([N:33]1[CH2:37][CH:36]([OH:38])[CH2:35][CH:34]1[CH:39]([C:58]1[CH:63]=[CH:62][CH:61]=[CH:60][CH:59]=1)[O:40][CH:41]([C:50]1[CH:55]=[CH:54][C:53]([O:56][CH3:57])=[CH:52][CH:51]=1)[C:42]1[CH:47]=[CH:46][C:45]([O:48][CH3:49])=[CH:44][CH:43]=1)=[O:32]. The product is [CH3:49][O:48][C:45]1[CH:46]=[CH:47][C:42]([CH:41]([C:50]2[CH:55]=[CH:54][C:53]([O:56][CH3:57])=[CH:52][CH:51]=2)[O:40][CH:39]([C:58]2[CH:59]=[CH:60][CH:61]=[CH:62][CH:63]=2)[CH:34]2[CH2:35][CH:36]([OH:38])[CH2:37][N:33]2[C:31](=[O:32])[CH2:30][CH2:29][CH2:28][CH2:27][CH2:26][NH:25][C:1](=[O:24])[CH2:2][CH2:3][CH2:4][CH2:5][CH2:6][CH2:7][CH2:8][CH2:9][CH2:10][CH2:11][CH2:12][CH2:13][CH2:14][CH2:15][CH2:16][CH2:17][CH2:18][CH2:19][CH2:20][CH2:21][CH3:22])=[CH:43][CH:44]=1. No catalyst specified. (5) The reactants are [F:1][C:2]1[CH:3]=[C:4]([C:38]2[C:39]([C:44]#[N:45])=[CH:40][CH:41]=[CH:42][CH:43]=2)[CH:5]=[CH:6][C:7]=1[CH2:8][C:9]1[C:10](=[O:37])[N:11]([CH:21]2[CH2:26][CH2:25][CH:24]([O:27][CH:28]([C:30]3([CH:34]([OH:36])[CH3:35])[CH2:33][CH2:32][CH2:31]3)[CH3:29])[CH2:23][CH2:22]2)[C:12]2[N:13]([N:18]=[CH:19][N:20]=2)[C:14]=1[CH2:15][CH2:16][CH3:17].CC(OI1(OC(C)=O)(OC(C)=O)OC(=O)C2C=CC=CC1=2)=O.C(=O)([O-])O.[Na+].S([O-])([O-])(=O)=S.[Na+].[Na+]. The catalyst is C(#N)C. The product is [C:34]([C:30]1([CH:28]([O:27][CH:24]2[CH2:25][CH2:26][CH:21]([N:11]3[C:10](=[O:37])[C:9]([CH2:8][C:7]4[CH:6]=[CH:5][C:4]([C:38]5[C:39]([C:44]#[N:45])=[CH:40][CH:41]=[CH:42][CH:43]=5)=[CH:3][C:2]=4[F:1])=[C:14]([CH2:15][CH2:16][CH3:17])[N:13]4[N:18]=[CH:19][N:20]=[C:12]34)[CH2:22][CH2:23]2)[CH3:29])[CH2:33][CH2:32][CH2:31]1)(=[O:36])[CH3:35]. The yield is 0.880.